This data is from Peptide-MHC class II binding affinity with 134,281 pairs from IEDB. The task is: Regression. Given a peptide amino acid sequence and an MHC pseudo amino acid sequence, predict their binding affinity value. This is MHC class II binding data. (1) The peptide sequence is DEAHFTDPASIAARG. The MHC is DRB5_0101 with pseudo-sequence DRB5_0101. The binding affinity (normalized) is 0.215. (2) The peptide sequence is RTLIGQEKYTDYLTV. The MHC is DRB5_0101 with pseudo-sequence DRB5_0101. The binding affinity (normalized) is 0. (3) The peptide sequence is TKFLTNKLLLFADIN. The MHC is DRB5_0101 with pseudo-sequence DRB5_0101. The binding affinity (normalized) is 0.567. (4) The peptide sequence is AYVYFASDASTYTTG. The MHC is DRB1_0301 with pseudo-sequence DRB1_0301. The binding affinity (normalized) is 0.767. (5) The binding affinity (normalized) is 0.425. The MHC is HLA-DQA10201-DQB10303 with pseudo-sequence HLA-DQA10201-DQB10303. The peptide sequence is YPMEIRPRKTHESHL. (6) The peptide sequence is GEEEVQLIAAVPGKN. The MHC is HLA-DQA10201-DQB10301 with pseudo-sequence HLA-DQA10201-DQB10301. The binding affinity (normalized) is 0.599. (7) The peptide sequence is SQPATGAATVAAGAA. The MHC is HLA-DQA10201-DQB10202 with pseudo-sequence HLA-DQA10201-DQB10202. The binding affinity (normalized) is 0.402.